From a dataset of Catalyst prediction with 721,799 reactions and 888 catalyst types from USPTO. Predict which catalyst facilitates the given reaction. (1) Reactant: [CH2:1]([NH:8][C:9]1[CH:14]=[C:13]([N:15]2[CH2:20][CH2:19][O:18][CH2:17][CH2:16]2)[N:12]=[CH:11][C:10]=1[NH:21][C:22]([C:24]1[CH:29]=[C:28]([CH3:30])[C:27](=[O:31])[N:26]([CH3:32])[CH:25]=1)=O)[C:2]1[CH:7]=[CH:6][CH:5]=[CH:4][CH:3]=1. Product: [CH2:1]([N:8]1[C:9]2[CH:14]=[C:13]([N:15]3[CH2:20][CH2:19][O:18][CH2:17][CH2:16]3)[N:12]=[CH:11][C:10]=2[N:21]=[C:22]1[C:24]1[CH:29]=[C:28]([CH3:30])[C:27](=[O:31])[N:26]([CH3:32])[CH:25]=1)[C:2]1[CH:7]=[CH:6][CH:5]=[CH:4][CH:3]=1. The catalyst class is: 15. (2) Reactant: [CH3:1][C:2]1[N+:11]2[CH:12]=[CH:13][C:14]3[C:19]([C:10]=2[CH:9]=[C:8]2[C:3]=1[CH:4]=[C:5]([O:26]C)[C:6]([O:24]C)=[CH:7]2)=[CH:18][C:17]([O:20]C)=[C:16]([O:22]C)[CH:15]=3.O.[Cl-:29].B(Br)(Br)Br.Cl. Product: [Cl-:29].[CH3:1][C:2]1[N:11]2[CH2:12][CH:13]=[C:14]3[C:19]([C+:18]=[C:17]([OH:20])[C:16]([OH:22])=[CH:15]3)=[C:10]2[CH:9]=[C:8]2[C:3]=1[CH:4]=[C:5]([OH:26])[C:6]([OH:24])=[CH:7]2. The catalyst class is: 4.